From a dataset of Catalyst prediction with 721,799 reactions and 888 catalyst types from USPTO. Predict which catalyst facilitates the given reaction. (1) Reactant: [CH2:1]([NH:3][C@:4]12[CH2:39][CH2:38][C@@H:37]([C:40]([CH3:42])=[CH2:41])[C@@H:5]1[C@@H:6]1[C@@:19]([CH3:22])([CH2:20][CH2:21]2)[C@@:18]2([CH3:23])[C@@H:9]([C@:10]3([CH3:36])[C@@H:15]([CH2:16][CH2:17]2)[C:14]([CH3:25])([CH3:24])[C:13]([C:26]2[CH:35]=[CH:34][C:29]([C:30]([O:32]C)=[O:31])=[CH:28][CH:27]=2)=[CH:12][CH2:11]3)[CH2:8][CH2:7]1)[CH3:2].[OH-].[Na+]. Product: [CH2:1]([NH:3][C@:4]12[CH2:39][CH2:38][C@@H:37]([C:40]([CH3:42])=[CH2:41])[C@@H:5]1[C@@H:6]1[C@@:19]([CH3:22])([CH2:20][CH2:21]2)[C@@:18]2([CH3:23])[C@@H:9]([C@:10]3([CH3:36])[C@@H:15]([CH2:16][CH2:17]2)[C:14]([CH3:25])([CH3:24])[C:13]([C:26]2[CH:27]=[CH:28][C:29]([C:30]([OH:32])=[O:31])=[CH:34][CH:35]=2)=[CH:12][CH2:11]3)[CH2:8][CH2:7]1)[CH3:2]. The catalyst class is: 169. (2) Reactant: [CH3:1][Mg+].[Br-].[Cl:4][C:5]1[CH:27]=[C:26]([CH3:28])[C:8]([O:9][C:10]2[N:18]=[C:17]([CH3:19])[CH:16]=[C:15]([NH:20][CH:21]([CH:24]=[O:25])[CH2:22][CH3:23])[C:11]=2[C:12]([NH2:14])=[O:13])=[C:7]([CH3:29])[CH:6]=1. Product: [Cl:4][C:5]1[CH:6]=[C:7]([CH3:29])[C:8]([O:9][C:10]2[N:18]=[C:17]([CH3:19])[CH:16]=[C:15]([NH:20][CH:21]([CH2:22][CH3:23])[CH:24]([OH:25])[CH3:1])[C:11]=2[C:12]([NH2:14])=[O:13])=[C:26]([CH3:28])[CH:27]=1. The catalyst class is: 1. (3) Reactant: [C:1](Cl)(=O)[C:2]([Cl:4])=[O:3].[F:7][C:8]([F:22])([F:21])[C:9]1[CH:10]=[CH:11][C:12]2[CH:16]=C(C(O)=O)[S:14][C:13]=2[CH:20]=1. Product: [F:22][C:8]([F:7])([F:21])[C:9]1[CH:10]=[CH:11][C:12]2[CH:16]=[C:1]([C:2]([Cl:4])=[O:3])[S:14][C:13]=2[CH:20]=1. The catalyst class is: 3. (4) Reactant: [NH2:1][C:2]1[C:11]([CH2:12][C:13]2[CH:18]=[CH:17][CH:16]=[CH:15][CH:14]=2)=[N:10][C:9]2[C:8]3[CH:19]=[CH:20][C:21]([O:23]C)=[CH:22][C:7]=3[CH:6]=[CH:5][C:4]=2[N:3]=1.Cl.[NH+]1C=CC=CC=1. Product: [NH2:1][C:2]1[C:11]([CH2:12][C:13]2[CH:18]=[CH:17][CH:16]=[CH:15][CH:14]=2)=[N:10][C:9]2[C:8]3[CH:19]=[CH:20][C:21]([OH:23])=[CH:22][C:7]=3[CH:6]=[CH:5][C:4]=2[N:3]=1. The catalyst class is: 6. (5) Reactant: [F:1][C:2]1([F:23])[C:10]2[C:5](=[CH:6][C:7]([NH:12][C:13](=[O:20])[C:14]3[CH:19]=[CH:18][N:17]=[CH:16][CH:15]=3)=[C:8](O)[CH:9]=2)[C:4]([F:22])([F:21])[O:3]1.O1CCCC1.C1(P(C2C=CC=CC=2)C2C=CC=CC=2)C=CC=CC=1.N(C(OCC)=O)=NC(OCC)=O. Product: [F:21][C:4]1([F:22])[C:5]2[C:10](=[CH:9][C:8]3[O:20][C:13]([C:14]4[CH:15]=[CH:16][N:17]=[CH:18][CH:19]=4)=[N:12][C:7]=3[CH:6]=2)[C:2]([F:23])([F:1])[O:3]1. The catalyst class is: 226. (6) Reactant: N1CCCCC1.[C:7]([OH:13])(=[O:12])[CH2:8][C:9](O)=O.[CH2:14]([O:16][C:17]1[CH:24]=[CH:23][CH:22]=[CH:21][C:18]=1C=O)[CH3:15].C(=O)=O. Product: [CH2:14]([O:16][C:17]1[CH:24]=[CH:23][C:22]([CH:9]=[CH:8][C:7]([OH:13])=[O:12])=[CH:21][CH:18]=1)[CH3:15]. The catalyst class is: 17. (7) Reactant: CON(C)[C:4]([CH:6]1[CH2:11][CH2:10][CH2:9][N:8]([CH2:12][C:13]2[CH:18]=[CH:17][C:16]([O:19][CH3:20])=[CH:15][CH:14]=2)[CH2:7]1)=[O:5].[CH2:22]([Mg]Cl)[CH2:23][CH3:24]. Product: [CH3:20][O:19][C:16]1[CH:15]=[CH:14][C:13]([CH2:12][N:8]2[CH2:9][CH2:10][CH2:11][CH:6]([C:4](=[O:5])[CH2:22][CH2:23][CH3:24])[CH2:7]2)=[CH:18][CH:17]=1. The catalyst class is: 1.